Dataset: Full USPTO retrosynthesis dataset with 1.9M reactions from patents (1976-2016). Task: Predict the reactants needed to synthesize the given product. (1) Given the product [CH:1]1([C:4]2[N:5]=[C:6]3[C:14]([C:15]([F:17])([F:18])[F:16])=[CH:13][CH:12]=[CH:11][N:7]3[C:8](=[O:10])[C:9]=2[N+:24]([O-:26])=[O:25])[CH2:2][CH2:3]1, predict the reactants needed to synthesize it. The reactants are: [CH:1]1([C:4]2[N:5]=[C:6]3[C:14]([C:15]([F:18])([F:17])[F:16])=[CH:13][CH:12]=[CH:11][N:7]3[C:8](=[O:10])[CH:9]=2)[CH2:3][CH2:2]1.OS(O)(=O)=O.[N+:24]([O-])([OH:26])=[O:25]. (2) Given the product [Cl:14][C:15]1[C:16]([CH3:24])=[N:17][C:18]([CH3:23])=[C:19]([Cl:22])[C:20]=1[S:21][C:2]1[S:6][C:5]([C:7]([O:9][CH3:10])=[O:8])=[CH:4][C:3]=1[N+:11]([O-:13])=[O:12], predict the reactants needed to synthesize it. The reactants are: Cl[C:2]1[S:6][C:5]([C:7]([O:9][CH3:10])=[O:8])=[CH:4][C:3]=1[N+:11]([O-:13])=[O:12].[Cl:14][C:15]1[C:16]([CH3:24])=[N:17][C:18]([CH3:23])=[C:19]([Cl:22])[C:20]=1[S-:21].[Na+]. (3) Given the product [CH:1]1([C:6]2[CH:7]=[CH:8][C:9]([NH:12][C:13](=[O:15])[CH3:14])=[C:10]([N+:23]([O-:25])=[O:24])[CH:11]=2)[CH2:2][CH2:3][CH2:4][CH2:5]1, predict the reactants needed to synthesize it. The reactants are: [CH:1]1([C:6]2[CH:11]=[CH:10][C:9]([NH:12][C:13](=[O:15])[CH3:14])=[CH:8][CH:7]=2)[CH2:5][CH2:4][CH2:3][CH2:2]1.C(OC(=O)C)(=O)C.[N+:23]([O-])([OH:25])=[O:24]. (4) Given the product [ClH:27].[NH2:1][C:2]1[N:3]([CH3:26])[C:4](=[O:25])[C:5]([C:14]2[CH:19]=[CH:18][C:17]([O:20][CH:21]([F:23])[F:22])=[C:16]([CH3:24])[CH:15]=2)([C:7]2[CH:12]=[CH:11][CH:10]=[C:9]([F:13])[CH:8]=2)[N:6]=1, predict the reactants needed to synthesize it. The reactants are: [NH2:1][C:2]1[N:3]([CH3:26])[C:4](=[O:25])[C:5]([C:14]2[CH:19]=[CH:18][C:17]([O:20][CH:21]([F:23])[F:22])=[C:16]([CH3:24])[CH:15]=2)([C:7]2[CH:12]=[CH:11][CH:10]=[C:9]([F:13])[CH:8]=2)[N:6]=1.[ClH:27]. (5) Given the product [NH2:13][C:12]1[C:11]2[C:10]3[CH2:9][C:8]([CH3:15])([CH3:14])[CH2:7][CH2:6][C:5]=3[C:4]([N:16]3[CH2:17][CH2:18][N:19]([CH3:22])[CH2:20][CH2:21]3)=[N:3][C:2]=2[S:1][C:30]=1[C:31]([NH2:33])=[O:32], predict the reactants needed to synthesize it. The reactants are: [SH:1][C:2]1[N:3]=[C:4]([N:16]2[CH2:21][CH2:20][N:19]([CH3:22])[CH2:18][CH2:17]2)[C:5]2[CH2:6][CH2:7][C:8]([CH3:15])([CH3:14])[CH2:9][C:10]=2[C:11]=1[C:12]#[N:13].C(=O)([O-])[O-].[K+].[K+].Cl[CH2:30][C:31]([NH2:33])=[O:32].